Task: Predict the product of the given reaction.. Dataset: Forward reaction prediction with 1.9M reactions from USPTO patents (1976-2016) (1) Given the reactants [CH3:1][N:2]1[C:7](=[O:8])[CH:6]=[C:5]([N:9]2[CH2:14][CH2:13][O:12][CH2:11][CH2:10]2)[N:4]=[C:3]1[CH2:15][C:16]([O-:18])=O.[Na+].[F:20][C:21]1[CH:22]=[C:23]([CH:25]=[C:26]([F:29])[C:27]=1[F:28])[NH2:24].Cl.CN(C)CCCN=C=NCC, predict the reaction product. The product is: [CH3:1][N:2]1[C:7](=[O:8])[CH:6]=[C:5]([N:9]2[CH2:10][CH2:11][O:12][CH2:13][CH2:14]2)[N:4]=[C:3]1[CH2:15][C:16]([NH:24][C:23]1[CH:22]=[C:21]([F:20])[C:27]([F:28])=[C:26]([F:29])[CH:25]=1)=[O:18]. (2) Given the reactants [Br:1][C:2]1[N:3]=[C:4]([C@@H:12]2[CH2:17][N:16]3[C:18](=[O:21])[O:19][CH2:20][C@H:15]3[CH2:14][CH2:13]2)[N:5]2[CH:10]=[CH:9][N:8]=[C:7](Cl)[C:6]=12.[NH4+:22].[OH-].CC(O)C, predict the reaction product. The product is: [NH2:22][C:7]1[C:6]2[N:5]([C:4]([C@@H:12]3[CH2:17][N:16]4[C:18](=[O:21])[O:19][CH2:20][C@H:15]4[CH2:14][CH2:13]3)=[N:3][C:2]=2[Br:1])[CH:10]=[CH:9][N:8]=1. (3) The product is: [Cl:8][C:4]1[N:3]=[C:2]([NH:9][C:10]2[CH:18]=[CH:17][C:13]([C:14]([OH:16])=[O:15])=[CH:12][C:11]=2[O:19][CH3:20])[CH:7]=[N:6][CH:5]=1. Given the reactants Cl[C:2]1[CH:7]=[N:6][CH:5]=[C:4]([Cl:8])[N:3]=1.[NH2:9][C:10]1[CH:18]=[CH:17][C:13]([C:14]([OH:16])=[O:15])=[CH:12][C:11]=1[O:19][CH3:20].CC1(C)C2C(=C(P(C3C=CC=CC=3)C3C=CC=CC=3)C=CC=2)OC2C(P(C3C=CC=CC=3)C3C=CC=CC=3)=CC=CC1=2.CC([O-])(C)C.[Na+], predict the reaction product. (4) Given the reactants [CH3:1][Si:2]([C:5]#[C:6][C:7]1[CH:12]=[CH:11][C:10]([CH2:13][OH:14])=[CH:9][CH:8]=1)([CH3:4])[CH3:3].N1C=CN=C1.[CH3:20][C:21]([Si:24](Cl)([CH3:26])[CH3:25])([CH3:23])[CH3:22].S([O-])([O-])(=O)=O.[Mg+2], predict the reaction product. The product is: [C:21]([Si:24]([CH3:26])([CH3:25])[O:14][CH2:13][C:10]1[CH:9]=[CH:8][C:7]([C:6]#[C:5][Si:2]([CH3:3])([CH3:4])[CH3:1])=[CH:12][CH:11]=1)([CH3:23])([CH3:22])[CH3:20]. (5) Given the reactants [NH2:1][C:2]1[CH:3]=[CH:4][C:5]([F:19])=[C:6]([C@:8]2([CH3:18])[C:14]([F:16])([F:15])[CH2:13][O:12][CH2:11][C:10]([NH2:17])=[N:9]2)[CH:7]=1.[CH3:20][O:21][CH2:22][C:23]#[C:24][C:25]1[CH:26]=[CH:27][C:28]([C:31]([OH:33])=[O:32])=[N:29][CH:30]=1, predict the reaction product. The product is: [CH:31]([OH:33])=[O:32].[NH2:17][C:10]1[CH2:11][O:12][CH2:13][C:14]([F:15])([F:16])[C@:8]([C:6]2[CH:7]=[C:2]([NH:1][C:31](=[O:32])[C:28]3[CH:27]=[CH:26][C:25]([C:24]#[C:23][CH2:22][O:21][CH3:20])=[CH:30][N:29]=3)[CH:3]=[CH:4][C:5]=2[F:19])([CH3:18])[N:9]=1.